This data is from Full USPTO retrosynthesis dataset with 1.9M reactions from patents (1976-2016). The task is: Predict the reactants needed to synthesize the given product. Given the product [Cl:18][C:19]1[CH:24]=[CH:23][C:22]2[N:16]([C:14]([C:11]3([C:7]4[CH:6]=[C:5]5[C:10](=[CH:9][CH:8]=4)[N:1]=[CH:2][CH:3]=[CH:4]5)[CH2:13][CH2:12]3)=[N:20][N:21]=2)[N:17]=1, predict the reactants needed to synthesize it. The reactants are: [N:1]1[C:10]2[C:5](=[CH:6][C:7]([C:11]3([C:14]([NH:16][NH2:17])=O)[CH2:13][CH2:12]3)=[CH:8][CH:9]=2)[CH:4]=[CH:3][CH:2]=1.[Cl:18][C:19]1[N:20]=[N:21][C:22](Cl)=[CH:23][CH:24]=1.